This data is from Reaction yield outcomes from USPTO patents with 853,638 reactions. The task is: Predict the reaction yield, written as a fraction of the theoretical maximum amount of product (1.0 means a 100% yield; for example, 0.34 means a 34% yield). (1) The reactants are F[C:2]1[CH:7]=[CH:6][C:5]([C:8]([F:11])([F:10])[F:9])=[CH:4][CH:3]=1.[CH2:12]([N:14]1[C:18]([C:19]2[CH:20]=[C:21]([CH:24]=[CH:25][CH:26]=2)[C:22]#[N:23])=[CH:17][C:16](=[O:27])[NH:15]1)[CH3:13].C(=O)([O-])[O-].[K+].[K+]. The catalyst is CS(C)=O. The product is [CH2:12]([N:14]1[C:18]([C:19]2[CH:20]=[C:21]([CH:24]=[CH:25][CH:26]=2)[C:22]#[N:23])=[CH:17][C:16]([O:27][C:2]2[CH:7]=[CH:6][C:5]([C:8]([F:11])([F:10])[F:9])=[CH:4][CH:3]=2)=[N:15]1)[CH3:13]. The yield is 0.610. (2) The reactants are [Si:1]([O:8][C@@H:9]([C:25]1[CH:30]=[CH:29][CH:28]=[CH:27][C:26]=1[C:31]1[CH:36]=[CH:35][C:34]([Cl:37])=[CH:33][CH:32]=1)[CH:10]1[CH2:15][CH2:14][N:13]([C:16]2[CH:24]=[CH:23][C:19]([C:20](O)=[O:21])=[CH:18][CH:17]=2)[CH2:12][CH2:11]1)([C:4]([CH3:7])([CH3:6])[CH3:5])([CH3:3])[CH3:2].[CH2:38]([N:40]([CH2:43][C@H:44]1[N:49]([CH2:50][CH2:51][C@@H:52]([NH:61][C:62]2[CH:67]=[CH:66][C:65]([S:68]([NH2:71])(=[O:70])=[O:69])=[CH:64][C:63]=2[S:72]([C:75]([F:78])([F:77])[F:76])(=[O:74])=[O:73])[CH2:53][S:54][C:55]2[CH:60]=[CH:59][CH:58]=[CH:57][CH:56]=2)[CH2:48][CH2:47][O:46][CH2:45]1)[CH2:41][CH3:42])[CH3:39]. No catalyst specified. The product is [Si:1]([O:8][C@@H:9]([C:25]1[CH:30]=[CH:29][CH:28]=[CH:27][C:26]=1[C:31]1[CH:36]=[CH:35][C:34]([Cl:37])=[CH:33][CH:32]=1)[CH:10]1[CH2:15][CH2:14][N:13]([C:16]2[CH:24]=[CH:23][C:19]([C:20]([NH:71][S:68]([C:65]3[CH:66]=[CH:67][C:62]([NH:61][C@H:52]([CH2:51][CH2:50][N:49]4[CH2:48][CH2:47][O:46][CH2:45][C@H:44]4[CH2:43][N:40]([CH2:41][CH3:42])[CH2:38][CH3:39])[CH2:53][S:54][C:55]4[CH:56]=[CH:57][CH:58]=[CH:59][CH:60]=4)=[C:63]([S:72]([C:75]([F:76])([F:78])[F:77])(=[O:74])=[O:73])[CH:64]=3)(=[O:69])=[O:70])=[O:21])=[CH:18][CH:17]=2)[CH2:12][CH2:11]1)([C:4]([CH3:7])([CH3:6])[CH3:5])([CH3:3])[CH3:2]. The yield is 0.550. (3) The reactants are [Li+].[Br-].[CH3:3][O:4][C:5]1[CH:10]=[CH:9][CH:8]=[C:7]([NH2:11])[CH:6]=1.[CH3:12][C:13]1[CH:21]=[CH:20][C:19]2[N:18]([CH2:22][CH:23]3[CH2:25][O:24]3)[C:17]3[CH2:26][CH2:27][N:28]([C:30]([O:32][CH2:33][CH3:34])=[O:31])[CH2:29][C:16]=3[C:15]=2[CH:14]=1. No catalyst specified. The product is [OH:24][CH:23]([CH2:25][NH:11][C:7]1[CH:8]=[CH:9][CH:10]=[C:5]([O:4][CH3:3])[CH:6]=1)[CH2:22][N:18]1[C:19]2[CH:20]=[CH:21][C:13]([CH3:12])=[CH:14][C:15]=2[C:16]2[CH2:29][N:28]([C:30]([O:32][CH2:33][CH3:34])=[O:31])[CH2:27][CH2:26][C:17]1=2. The yield is 0.670. (4) The reactants are [CH3:1][C:2]1[CH:11]=[CH:10][C:9]2[C:4](=[CH:5][CH:6]=[CH:7][C:8]=2[N:12]2[CH2:17][CH2:16][N:15]([CH2:18][CH2:19][C:20]3[CH:21]=[C:22]([CH:24]=[CH:25][CH:26]=3)[NH2:23])[CH2:14][CH2:13]2)[N:3]=1.[O:27]=[C:28]1[NH:32][CH:31]([C:33](O)=[O:34])[CH2:30][NH:29]1. No catalyst specified. The product is [CH3:1][C:2]1[CH:11]=[CH:10][C:9]2[C:4](=[CH:5][CH:6]=[CH:7][C:8]=2[N:12]2[CH2:13][CH2:14][N:15]([CH2:18][CH2:19][C:20]3[CH:21]=[C:22]([NH:23][C:33]([CH:31]4[CH2:30][NH:29][C:28](=[O:27])[NH:32]4)=[O:34])[CH:24]=[CH:25][CH:26]=3)[CH2:16][CH2:17]2)[N:3]=1. The yield is 0.510. (5) The reactants are [CH:1]1[C:6]2=[CH:7][C:8]3[CH:9]=[CH:10][CH:11]=[CH:12][C:13]=3[N:5]2[CH:4]=[C:3]([C:14]([O:16]CC)=[O:15])[N:2]=1.[OH-].[K+].O.[ClH:22]. The catalyst is CCO. The product is [ClH:22].[CH:1]1[C:6]2=[CH:7][C:8]3[CH:9]=[CH:10][CH:11]=[CH:12][C:13]=3[N:5]2[CH:4]=[C:3]([C:14]([OH:16])=[O:15])[N:2]=1. The yield is 0.340. (6) The reactants are [NH2:1][C:2]1[S:3][C:4]([C:12]2[CH:17]=[CH:16][N:15]([CH3:18])[C:14](=[O:19])[CH:13]=2)=[C:5]([C:7]2[O:8][CH:9]=[CH:10][CH:11]=2)[N:6]=1.[C:20](O)(=[O:27])[C:21]1[CH:26]=[CH:25][N:24]=[CH:23][CH:22]=1.C1CN([P+](ON2N=NC3C=CC=CC2=3)(N2CCCC2)N2CCCC2)CC1.F[P-](F)(F)(F)(F)F.C(N(CC)CC)C. The catalyst is CN(C=O)C.O. The product is [O:8]1[CH:9]=[CH:10][CH:11]=[C:7]1[C:5]1[N:6]=[C:2]([NH:1][C:20]([C:21]2[CH:26]=[CH:25][N:24]=[CH:23][CH:22]=2)=[O:27])[S:3][C:4]=1[C:12]1[CH:17]=[CH:16][N:15]([CH3:18])[C:14](=[O:19])[CH:13]=1. The yield is 0.520. (7) The reactants are [F:1][C:2]([C:9]1[CH:28]=[CH:27][C:12]([O:13][C:14]2[CH:19]=[N:18][CH:17]=[C:16]3[S:20][C:21]([C:23]([NH:25][CH3:26])=[O:24])=[CH:22][C:15]=23)=[CH:11][CH:10]=1)([F:8])[C:3](OCC)=[O:4].[BH4-].[Na+]. The catalyst is CO.[Cl-].[Na+].O. The product is [F:1][C:2]([C:9]1[CH:10]=[CH:11][C:12]([O:13][C:14]2[CH:19]=[N:18][CH:17]=[C:16]3[S:20][C:21]([C:23]([NH:25][CH3:26])=[O:24])=[CH:22][C:15]=23)=[CH:27][CH:28]=1)([F:8])[CH2:3][OH:4]. The yield is 0.940. (8) The product is [CH3:20][O:21][CH2:22][CH2:23][CH2:24][CH2:25][C:4]([CH:6]1[O:11][CH2:10][CH2:9][N:8]([C:12]([O:14][C:15]([CH3:16])([CH3:17])[CH3:18])=[O:13])[CH2:7]1)=[O:5]. The reactants are CON(C)[C:4]([CH:6]1[O:11][CH2:10][CH2:9][N:8]([C:12]([O:14][C:15]([CH3:18])([CH3:17])[CH3:16])=[O:13])[CH2:7]1)=[O:5].[CH3:20][O:21][CH2:22][CH2:23][CH2:24][CH2:25][Mg]Cl. The catalyst is C1COCC1. The yield is 0.930. (9) The reactants are S([O-])([O-])=O.[Na+].[Na+].[C:7](=O)(O)[O-].[Na+].[Br:12][C:13]1[C:21]([S:22](Cl)(=[O:24])=[O:23])=[CH:20][C:16]([C:17]([OH:19])=[O:18])=[C:15]([CH3:26])[CH:14]=1.IC. The catalyst is O.O1CCCC1. The product is [Br:12][C:13]1[C:21]([S:22]([CH3:7])(=[O:24])=[O:23])=[CH:20][C:16]([C:17]([OH:19])=[O:18])=[C:15]([CH3:26])[CH:14]=1. The yield is 0.820.